From a dataset of Reaction yield outcomes from USPTO patents with 853,638 reactions. Predict the reaction yield, written as a fraction of the theoretical maximum amount of product (1.0 means a 100% yield; for example, 0.34 means a 34% yield). (1) The yield is 0.840. The catalyst is C1COCC1. The reactants are [C:1]([O:5][C:6]([N:8]1[CH2:13][CH2:12][N:11]([C:14]2[CH:19]=[CH:18][CH:17]=[C:16]([CH:20]=[O:21])[CH:15]=2)[CH2:10][CH2:9]1)=[O:7])([CH3:4])([CH3:3])[CH3:2].[H-].[H-].[H-].[H-].[Li+].[Al+3]. The product is [C:1]([O:5][C:6]([N:8]1[CH2:9][CH2:10][N:11]([C:14]2[CH:19]=[CH:18][CH:17]=[C:16]([CH2:20][OH:21])[CH:15]=2)[CH2:12][CH2:13]1)=[O:7])([CH3:4])([CH3:2])[CH3:3]. (2) The reactants are [Br:1][C:2]1[C:7]([C:8](OC)=[O:9])=[CH:6][C:5]([NH:12][C:13]([NH:15][CH2:16][CH3:17])=[O:14])=[N:4][CH:3]=1.[NH3:18]. The catalyst is CO. The product is [Br:1][C:2]1[C:7]([C:8]([NH2:18])=[O:9])=[CH:6][C:5]([NH:12][C:13]([NH:15][CH2:16][CH3:17])=[O:14])=[N:4][CH:3]=1. The yield is 0.950. (3) The reactants are Cl[CH2:2][C:3]1[CH:8]=[CH:7][CH:6]=[CH:5][C:4]=1[CH2:9][C:10]([OH:12])=[O:11].[NH:13]1[CH2:18][CH2:17][O:16][CH2:15][CH2:14]1. The catalyst is C1COCC1.C(OCC)(=O)C. The product is [O:16]1[CH2:17][CH2:18][N:13]([CH2:2][C:3]2[CH:8]=[CH:7][CH:6]=[CH:5][C:4]=2[CH2:9][C:10]([OH:12])=[O:11])[CH2:14][CH2:15]1. The yield is 0.870. (4) The yield is 0.482. The product is [C:8]([C:5]1[CH:6]=[CH:7][C:2]([N:12]2[CH2:17][CH2:16][NH:15][CH2:14][CH2:13]2)=[CH:3][CH:4]=1)([CH3:11])([CH3:10])[CH3:9]. The catalyst is C1(C)C=CC=CC=1.CC1C=CC=CC=1[P](C1C=CC=CC=1C)([Pd](Cl)(Cl)[P](C1=C(C)C=CC=C1)(C1C=CC=CC=1C)C1C=CC=CC=1C)C1C=CC=CC=1C. The reactants are Br[C:2]1[CH:7]=[CH:6][C:5]([C:8]([CH3:11])([CH3:10])[CH3:9])=[CH:4][CH:3]=1.[NH:12]1[CH2:17][CH2:16][NH:15][CH2:14][CH2:13]1.CC(C)([O-])C.[Na+]. (5) The reactants are C[O:2][CH:3](OC)[C:4]1[CH:9]=[CH:8][C:7]([CH:10]2[NH:22][C:20]3[C:21]4[C:12](=[N:13][NH:14][C:15](=[O:23])[C:16]=4[CH:17]=[CH:18][CH:19]=3)[CH:11]2[C:24]2[CH:29]=[CH:28][CH:27]=[CH:26][CH:25]=2)=[CH:6][CH:5]=1.C(=O)([O-])[O-].[K+].[K+]. The catalyst is Cl. The product is [O:23]=[C:15]1[C:16]2[CH:17]=[CH:18][CH:19]=[C:20]3[NH:22][CH:10]([C:7]4[CH:6]=[CH:5][C:4]([CH:3]=[O:2])=[CH:9][CH:8]=4)[CH:11]([C:24]4[CH:29]=[CH:28][CH:27]=[CH:26][CH:25]=4)[C:12]([C:21]=23)=[N:13][NH:14]1. The yield is 0.730.